Dataset: Full USPTO retrosynthesis dataset with 1.9M reactions from patents (1976-2016). Task: Predict the reactants needed to synthesize the given product. Given the product [CH3:33][O:32][C:22]1[CH:21]=[C:20]([NH:19][C:17]2[CH:16]=[C:15]([C:34]([F:36])([F:37])[F:35])[CH:14]=[C:13]([NH:6][C:5]3[CH:7]=[CH:8][CH:9]=[C:3]([C:2]([F:10])([F:11])[F:1])[CH:4]=3)[N:18]=2)[CH:25]=[CH:24][C:23]=1[N:26]1[CH:30]=[C:29]([CH3:31])[N:28]=[CH:27]1, predict the reactants needed to synthesize it. The reactants are: [F:1][C:2]([F:11])([F:10])[C:3]1[CH:4]=[C:5]([CH:7]=[CH:8][CH:9]=1)[NH2:6].Cl[C:13]1[N:18]=[C:17]([NH:19][C:20]2[CH:25]=[CH:24][C:23]([N:26]3[CH:30]=[C:29]([CH3:31])[N:28]=[CH:27]3)=[C:22]([O:32][CH3:33])[CH:21]=2)[CH:16]=[C:15]([C:34]([F:37])([F:36])[F:35])[CH:14]=1.